This data is from CYP2C19 inhibition data for predicting drug metabolism from PubChem BioAssay. The task is: Regression/Classification. Given a drug SMILES string, predict its absorption, distribution, metabolism, or excretion properties. Task type varies by dataset: regression for continuous measurements (e.g., permeability, clearance, half-life) or binary classification for categorical outcomes (e.g., BBB penetration, CYP inhibition). Dataset: cyp2c19_veith. (1) The compound is CC(=O)NC(O)C(=O)c1ccco1. The result is 0 (non-inhibitor). (2) The compound is CCOc1ccc(-n2c(SCC(=O)Nc3ccc(OC)cc3OC)nc3c(c2=O)SCC3)cc1. The result is 1 (inhibitor).